Dataset: Forward reaction prediction with 1.9M reactions from USPTO patents (1976-2016). Task: Predict the product of the given reaction. (1) Given the reactants [CH3:1]C(C)([O-])C.[K+].C(NC(C)C)(C)C.[Li]CCCC.[CH:19]1([C:24]2[CH:29]=[CH:28][C:27]([O:30][CH3:31])=[CH:26][N:25]=2)[CH2:23][CH2:22][CH2:21][CH2:20]1.CI, predict the reaction product. The product is: [CH3:31][O:30][C:27]1[CH:28]=[CH:29][C:24]([C:19]2([CH3:1])[CH2:20][CH2:21][CH2:22][CH2:23]2)=[N:25][CH:26]=1. (2) Given the reactants Br[C:2]1[CH:3]=[C:4]([NH:24][CH:25]([CH3:27])[CH3:26])[C:5]([CH3:23])=[C:6]([CH:22]=1)[C:7]([NH:9][CH2:10][C:11]1[C:12](=[O:21])[NH:13][C:14]([CH3:20])=[CH:15][C:16]=1[CH2:17]CC)=[O:8].[CH3:28][N:29]([CH3:46])[CH2:30][C:31]1[CH:36]=[CH:35][C:34](B2OC(C)(C)C(C)(C)O2)=[CH:33][CH:32]=1.CN1CCN(C2C=CC(B3OC(C)(C)C(C)(C)O3)=CN=2)CC1, predict the reaction product. The product is: [CH3:28][N:29]([CH2:30][C:31]1[CH:36]=[CH:35][C:34]([C:2]2[CH:3]=[C:4]([NH:24][CH:25]([CH3:26])[CH3:27])[C:5]([CH3:23])=[C:6]([C:7]([NH:9][CH2:10][C:11]3[C:12](=[O:21])[NH:13][C:14]([CH3:20])=[CH:15][C:16]=3[CH3:17])=[O:8])[CH:22]=2)=[CH:33][CH:32]=1)[CH3:46]. (3) Given the reactants O[CH:2]1[CH2:11][CH:10]([C:12]2[CH:17]=[CH:16][CH:15]=[CH:14][CH:13]=2)[C:9]2[C:4](=[CH:5][CH:6]=[C:7]([CH2:18][OH:19])[CH:8]=2)[O:3]1.[CH:20]([NH:23][CH:24]([CH3:26])[CH3:25])([CH3:22])[CH3:21], predict the reaction product. The product is: [CH:20]([N:23]([CH:24]([CH3:26])[CH3:25])[CH2:2][CH2:11][CH:10]([C:9]1[CH:8]=[C:7]([CH2:18][OH:19])[CH:6]=[CH:5][C:4]=1[OH:3])[C:12]1[CH:17]=[CH:16][CH:15]=[CH:14][CH:13]=1)([CH3:22])[CH3:21].